From a dataset of Forward reaction prediction with 1.9M reactions from USPTO patents (1976-2016). Predict the product of the given reaction. (1) The product is: [CH3:36][O:37][C:38]1[CH:39]=[C:40]([C:44]2([C:47]3[NH:10][C:9]4=[N:8][C:7]([N:11]5[CH2:16][CH2:15][CH2:14][C@@H:13]([C:17]([N:19]6[CH2:23][CH2:22][CH2:21][CH2:20]6)=[O:18])[CH2:12]5)=[CH:6][CH:5]=[C:4]4[N:3]=3)[CH2:45][CH2:46]2)[CH:41]=[CH:42][CH:43]=1. Given the reactants Cl.Cl.[NH2:3][C:4]1[CH:5]=[CH:6][C:7]([N:11]2[CH2:16][CH2:15][CH2:14][C@@H:13]([C:17]([N:19]3[CH2:23][CH2:22][CH2:21][CH2:20]3)=[O:18])[CH2:12]2)=[N:8][C:9]=1[NH2:10].C(O)(=O)C.C(N(CC)CC)C.Cl.[CH3:36][O:37][C:38]1[CH:39]=[C:40]([C:44]2([C:47](=N)OCC)[CH2:46][CH2:45]2)[CH:41]=[CH:42][CH:43]=1, predict the reaction product. (2) Given the reactants Br[C:2]1[CH:7]=[N:6][CH:5]=[C:4]([Br:8])[N:3]=1.CS(C)=O.N12CCCN=C1CCCCC2.[OH:24][C:25]1[CH:32]=[CH:31][CH:30]=[CH:29][C:26]=1[CH2:27][NH2:28], predict the reaction product. The product is: [Br:8][C:4]1[N:3]=[C:2]([NH:28][CH2:27][C:26]2[CH:29]=[CH:30][CH:31]=[CH:32][C:25]=2[OH:24])[CH:7]=[N:6][CH:5]=1.